Dataset: Catalyst prediction with 721,799 reactions and 888 catalyst types from USPTO. Task: Predict which catalyst facilitates the given reaction. Reactant: [Cl:1][C:2]1[CH:18]=[CH:17][C:5]([C:6]([C:8]2[CH:16]=[CH:15][CH:14]=[CH:13][C:9]=2[C:10]([OH:12])=[O:11])=O)=[CH:4][CH:3]=1.S(Cl)([Cl:21])=O. Product: [Cl:21][C:6]1([C:5]2[CH:17]=[CH:18][C:2]([Cl:1])=[CH:3][CH:4]=2)[C:8]2[C:9](=[CH:13][CH:14]=[CH:15][CH:16]=2)[C:10](=[O:12])[O:11]1. The catalyst class is: 3.